From a dataset of Full USPTO retrosynthesis dataset with 1.9M reactions from patents (1976-2016). Predict the reactants needed to synthesize the given product. Given the product [C:7]1([CH:6]([OH:13])[CH2:4][CH3:5])[CH:12]=[CH:11][CH:10]=[CH:9][CH:8]=1, predict the reactants needed to synthesize it. The reactants are: C([Zn][CH2:4][CH3:5])C.[CH:6](=[O:13])[C:7]1[CH:12]=[CH:11][CH:10]=[CH:9][CH:8]=1.